This data is from Full USPTO retrosynthesis dataset with 1.9M reactions from patents (1976-2016). The task is: Predict the reactants needed to synthesize the given product. (1) Given the product [NH2:1][C:4]1[CH:5]=[CH:6][C:7]([NH:10][C:11]2[C:12]3[N:13]([CH:32]=[CH:33][N:34]=3)[N:14]=[C:15]([NH:17][C@H:18]3[CH2:19][CH2:20][C@H:21]([NH:24][C:25](=[O:31])[O:26][C:27]([CH3:30])([CH3:28])[CH3:29])[CH2:22][CH2:23]3)[CH:16]=2)=[CH:8][CH:9]=1, predict the reactants needed to synthesize it. The reactants are: [N+:1]([C:4]1[CH:9]=[CH:8][C:7]([NH:10][C:11]2[C:12]3[N:13]([CH:32]=[CH:33][N:34]=3)[N:14]=[C:15]([NH:17][C@H:18]3[CH2:23][CH2:22][C@H:21]([NH:24][C:25](=[O:31])[O:26][C:27]([CH3:30])([CH3:29])[CH3:28])[CH2:20][CH2:19]3)[CH:16]=2)=[CH:6][CH:5]=1)([O-])=O.CCOC1C=CC(N)=CC=1.C(Cl)(Cl)Cl.[Cl-].[NH4+]. (2) Given the product [C:3]([OH:7])(=[O:6])[CH:4]=[CH2:5].[C:8]([O:12][CH2:13][CH2:14][OH:15])(=[O:11])[CH:9]=[CH2:10], predict the reactants needed to synthesize it. The reactants are: OO.[C:3]([OH:7])(=[O:6])[CH:4]=[CH2:5].[C:8]([O:12][CH2:13][CH2:14][OH:15])(=[O:11])[CH:9]=[CH2:10].SCCO.C(O)[C@@H](O)[C@H]1OC(=O)C(O)=C1O.C(OO)(C)(C)C. (3) Given the product [N:25]1[C:26]2[C:21](=[CH:20][C:19]([CH2:18][N:15]3[C:13]4=[N:14][C:9]([C:5]5[CH:4]=[C:3]([OH:2])[CH:8]=[CH:7][CH:6]=5)=[CH:10][CH:11]=[C:12]4[N:17]=[N:16]3)=[CH:28][CH:27]=2)[CH:22]=[CH:23][CH:24]=1, predict the reactants needed to synthesize it. The reactants are: C[O:2][C:3]1[CH:4]=[C:5]([C:9]2[N:14]=[C:13]3[N:15]([CH2:18][C:19]4[CH:20]=[C:21]5[C:26](=[CH:27][CH:28]=4)[N:25]=[CH:24][CH:23]=[CH:22]5)[N:16]=[N:17][C:12]3=[CH:11][CH:10]=2)[CH:6]=[CH:7][CH:8]=1. (4) Given the product [Br:27][C:28]1[CH:29]=[CH:30][C:31]([C:34]([NH:1][C:2]2[CH:24]=[C:23]3[C:5]([CH2:6][C:7]([CH3:26])([CH3:25])[CH2:8][C:9]43[CH2:14][CH2:13][S:12][C:11]([NH:15][C:16](=[O:22])[O:17][C:18]([CH3:21])([CH3:19])[CH3:20])=[N:10]4)=[CH:4][CH:3]=2)=[O:35])=[N:32][CH:33]=1, predict the reactants needed to synthesize it. The reactants are: [NH2:1][C:2]1[CH:24]=[C:23]2[C:5]([CH2:6][C:7]([CH3:26])([CH3:25])[CH2:8][C:9]32[CH2:14][CH2:13][S:12][C:11]([NH:15][C:16](=[O:22])[O:17][C:18]([CH3:21])([CH3:20])[CH3:19])=[N:10]3)=[CH:4][CH:3]=1.[Br:27][C:28]1[CH:29]=[CH:30][C:31]([C:34](O)=[O:35])=[N:32][CH:33]=1.[Cl-].COC1N=C(OC)N=C([N+]2(C)CCOCC2)N=1.